The task is: Regression. Given two drug SMILES strings and cell line genomic features, predict the synergy score measuring deviation from expected non-interaction effect.. This data is from NCI-60 drug combinations with 297,098 pairs across 59 cell lines. (1) Drug 1: C1=NC2=C(N=C(N=C2N1C3C(C(C(O3)CO)O)F)Cl)N. Drug 2: C1C(C(OC1N2C=NC(=NC2=O)N)CO)O. Cell line: A498. Synergy scores: CSS=0.0105, Synergy_ZIP=1.10, Synergy_Bliss=4.01, Synergy_Loewe=0.358, Synergy_HSA=0.0453. (2) Drug 1: C1=CC(=CC=C1C#N)C(C2=CC=C(C=C2)C#N)N3C=NC=N3. Drug 2: C(CC(=O)O)C(=O)CN.Cl. Cell line: SW-620. Synergy scores: CSS=1.24, Synergy_ZIP=0.0906, Synergy_Bliss=-0.267, Synergy_Loewe=0.920, Synergy_HSA=-2.20. (3) Drug 1: CN(C)N=NC1=C(NC=N1)C(=O)N. Drug 2: CCCCC(=O)OCC(=O)C1(CC(C2=C(C1)C(=C3C(=C2O)C(=O)C4=C(C3=O)C=CC=C4OC)O)OC5CC(C(C(O5)C)O)NC(=O)C(F)(F)F)O. Cell line: OVCAR-4. Synergy scores: CSS=0.263, Synergy_ZIP=-1.59, Synergy_Bliss=-2.04, Synergy_Loewe=-4.40, Synergy_HSA=-2.02. (4) Drug 1: C1=C(C(=O)NC(=O)N1)N(CCCl)CCCl. Drug 2: CCC1(C2=C(COC1=O)C(=O)N3CC4=CC5=C(C=CC(=C5CN(C)C)O)N=C4C3=C2)O.Cl. Cell line: KM12. Synergy scores: CSS=20.3, Synergy_ZIP=-6.89, Synergy_Bliss=-7.43, Synergy_Loewe=-4.51, Synergy_HSA=-4.31. (5) Drug 1: CC12CCC3C(C1CCC2O)C(CC4=C3C=CC(=C4)O)CCCCCCCCCS(=O)CCCC(C(F)(F)F)(F)F. Drug 2: CC12CCC3C(C1CCC2OP(=O)(O)O)CCC4=C3C=CC(=C4)OC(=O)N(CCCl)CCCl.[Na+]. Cell line: SN12C. Synergy scores: CSS=10.4, Synergy_ZIP=-5.12, Synergy_Bliss=-1.22, Synergy_Loewe=-2.63, Synergy_HSA=-2.22. (6) Drug 1: CC(C1=C(C=CC(=C1Cl)F)Cl)OC2=C(N=CC(=C2)C3=CN(N=C3)C4CCNCC4)N. Drug 2: C1=C(C(=O)NC(=O)N1)F. Cell line: COLO 205. Synergy scores: CSS=60.6, Synergy_ZIP=-4.00, Synergy_Bliss=-7.93, Synergy_Loewe=-6.97, Synergy_HSA=-6.56. (7) Drug 1: CC12CCC3C(C1CCC2=O)CC(=C)C4=CC(=O)C=CC34C. Drug 2: C1CCC(C(C1)N)N.C(=O)(C(=O)[O-])[O-].[Pt+4]. Cell line: SR. Synergy scores: CSS=64.4, Synergy_ZIP=-1.37, Synergy_Bliss=-1.76, Synergy_Loewe=-6.21, Synergy_HSA=-0.738. (8) Drug 1: CNC(=O)C1=CC=CC=C1SC2=CC3=C(C=C2)C(=NN3)C=CC4=CC=CC=N4. Drug 2: CCN(CC)CCNC(=O)C1=C(NC(=C1C)C=C2C3=C(C=CC(=C3)F)NC2=O)C. Cell line: SK-OV-3. Synergy scores: CSS=0.0510, Synergy_ZIP=0.486, Synergy_Bliss=2.16, Synergy_Loewe=-1.05, Synergy_HSA=0.434. (9) Drug 1: CC=C1C(=O)NC(C(=O)OC2CC(=O)NC(C(=O)NC(CSSCCC=C2)C(=O)N1)C(C)C)C(C)C. Drug 2: CC1=C(C(=CC=C1)Cl)NC(=O)C2=CN=C(S2)NC3=CC(=NC(=N3)C)N4CCN(CC4)CCO. Cell line: UO-31. Synergy scores: CSS=18.2, Synergy_ZIP=-4.03, Synergy_Bliss=-0.319, Synergy_Loewe=-9.58, Synergy_HSA=2.26. (10) Drug 1: C1CC(C1)(C(=O)O)C(=O)O.[NH2-].[NH2-].[Pt+2]. Drug 2: CC1C(C(CC(O1)OC2CC(OC(C2O)C)OC3=CC4=CC5=C(C(=O)C(C(C5)C(C(=O)C(C(C)O)O)OC)OC6CC(C(C(O6)C)O)OC7CC(C(C(O7)C)O)OC8CC(C(C(O8)C)O)(C)O)C(=C4C(=C3C)O)O)O)O. Cell line: TK-10. Synergy scores: CSS=6.43, Synergy_ZIP=-5.65, Synergy_Bliss=-5.33, Synergy_Loewe=-23.6, Synergy_HSA=-4.21.